From a dataset of Forward reaction prediction with 1.9M reactions from USPTO patents (1976-2016). Predict the product of the given reaction. Given the reactants [N:1]([CH2:4][C@H:5]1[CH2:10][O:9][C@H:8]([C:11]2[CH:16]=[CH:15][CH:14]=[CH:13][CH:12]=2)[CH2:7][O:6]1)=[N+]=[N-].C1(P(C2C=CC=CC=2)C2C=CC=CC=2)C=CC=CC=1.C1COCC1.[NH4+], predict the reaction product. The product is: [C:11]1([C@@H:8]2[CH2:7][O:6][C@@H:5]([CH2:4][NH2:1])[CH2:10][O:9]2)[CH:12]=[CH:13][CH:14]=[CH:15][CH:16]=1.